From a dataset of Catalyst prediction with 721,799 reactions and 888 catalyst types from USPTO. Predict which catalyst facilitates the given reaction. (1) Reactant: [Br:1][C:2]1[CH:7]=[CH:6][CH:5]=[CH:4][C:3]=1I.C([Mg]Cl)(C)C.[CH3:14][C:15]1[CH:16]=[C:17]([P:24]([C:26]2[CH:31]=[C:30]([CH3:32])[C:29]([O:33][CH3:34])=[C:28]([CH3:35])[CH:27]=2)Cl)[CH:18]=[C:19]([CH3:23])[C:20]=1[O:21][CH3:22]. Product: [Br:1][C:2]1[CH:7]=[CH:6][CH:5]=[CH:4][C:3]=1[P:24]([C:26]1[CH:31]=[C:30]([CH3:32])[C:29]([O:33][CH3:34])=[C:28]([CH3:35])[CH:27]=1)[C:17]1[CH:16]=[C:15]([CH3:14])[C:20]([O:21][CH3:22])=[C:19]([CH3:23])[CH:18]=1. The catalyst class is: 680. (2) Product: [Cl:6][C:7]1[C:8]([O:17][CH2:18][C:19]2[CH:24]=[CH:23][C:22]([Cl:25])=[C:21]([Cl:26])[CH:20]=2)=[CH:9][C:10]2[O:14][N:13]=[C:12]([NH:15][S:2]([CH3:1])(=[O:4])=[O:3])[C:11]=2[CH:16]=1. The catalyst class is: 2. Reactant: [CH3:1][S:2](Cl)(=[O:4])=[O:3].[Cl:6][C:7]1[C:8]([O:17][CH2:18][C:19]2[CH:24]=[CH:23][C:22]([Cl:25])=[C:21]([Cl:26])[CH:20]=2)=[CH:9][C:10]2[O:14][N:13]=[C:12]([NH2:15])[C:11]=2[CH:16]=1.C(N(CC)CC)C. (3) Reactant: Cl[C:2]1[CH:7]=[N:6][CH:5]=[C:4]([Cl:8])[N:3]=1.[C:9]([O:13][C:14]([N:16]1[CH2:21][CH2:20][NH:19][CH2:18][CH2:17]1)=[O:15])([CH3:12])([CH3:11])[CH3:10].C([O-])([O-])=O.[K+].[K+]. Product: [C:9]([O:13][C:14]([N:16]1[CH2:21][CH2:20][N:19]([C:2]2[CH:7]=[N:6][CH:5]=[C:4]([Cl:8])[N:3]=2)[CH2:18][CH2:17]1)=[O:15])([CH3:12])([CH3:10])[CH3:11]. The catalyst class is: 23. (4) Reactant: F[C:2]1[CH:3]=[CH:4][C:5]([N+:19]([O-:21])=[O:20])=[C:6]([CH:8]=[C:9]([CH2:12][CH:13]2[CH2:18][CH2:17][O:16][CH2:15][CH2:14]2)[C:10]#[N:11])[CH:7]=1.[O:22]1[CH2:27][CH2:26][CH2:25][O:24][CH:23]1[C:28]1[CH:29]=[C:30]([SH:34])[CH:31]=[CH:32][CH:33]=1.C([O-])([O-])=O.[Cs+].[Cs+]. Product: [O:22]1[CH2:27][CH2:26][CH2:25][O:24][CH:23]1[C:28]1[CH:29]=[C:30]([S:34][C:2]2[CH:3]=[CH:4][C:5]([N+:19]([O-:21])=[O:20])=[C:6]([CH:8]=[C:9]([CH2:12][CH:13]3[CH2:18][CH2:17][O:16][CH2:15][CH2:14]3)[C:10]#[N:11])[CH:7]=2)[CH:31]=[CH:32][CH:33]=1. The catalyst class is: 39. (5) Reactant: [CH2:1]([O:3][C:4](=[O:17])[CH:5]([C:15]#[N:16])[C:6]1[CH:11]=[CH:10][N:9]=[CH:8][C:7]=1[N+:12]([O-])=O)[CH3:2]. Product: [CH2:1]([O:3][C:4]([C:5]1[C:6]2[C:7](=[CH:8][N:9]=[CH:10][CH:11]=2)[NH:12][C:15]=1[NH2:16])=[O:17])[CH3:2]. The catalyst class is: 183. (6) Reactant: [NH2:1][C:2]1[CH:3]=[C:4]([CH:36]=[CH:37][CH:38]=1)[CH:5]=[CH:6][C:7]1[CH:8]=[N:9][C:10]([NH:13][C:14]2[CH:19]=[CH:18][C:17]([S:20]([CH:23]3[CH2:28][CH2:27][N:26](C(OC(C)(C)C)=O)[CH2:25][CH2:24]3)(=[O:22])=[O:21])=[CH:16][CH:15]=2)=[N:11][CH:12]=1.B(Br)(Br)Br.C([O-])(O)=O.[Na+]. Product: [NH2:1][C:2]1[CH:3]=[C:4]([CH:36]=[CH:37][CH:38]=1)[CH:5]=[CH:6][C:7]1[CH:8]=[N:9][C:10]([NH:13][C:14]2[CH:15]=[CH:16][C:17]([S:20]([CH:23]3[CH2:24][CH2:25][NH:26][CH2:27][CH2:28]3)(=[O:22])=[O:21])=[CH:18][CH:19]=2)=[N:11][CH:12]=1. The catalyst class is: 2. (7) Reactant: [Br:1][C:2]1[CH:3]=[C:4]([O:12][C@@H:13]([C@H:15]2[CH2:19][N:18]([C@H](C3C=CC(OC)=CC=3)C)[C:17](=[O:30])[CH2:16]2)[CH3:14])[C:5]2[C:9]([CH:10]=1)=[N:8][N:7]([CH3:11])[CH:6]=2. Product: [Br:1][C:2]1[CH:3]=[C:4]([O:12][C@@H:13]([C@H:15]2[CH2:19][NH:18][C:17](=[O:30])[CH2:16]2)[CH3:14])[C:5]2[C:9]([CH:10]=1)=[N:8][N:7]([CH3:11])[CH:6]=2. The catalyst class is: 67. (8) Reactant: ClC1C(C(O)=O)=CN=C2N(CC)N=CC=12.[CH2:16]([NH:23][C:24]([C:26]1[C:27]([Cl:37])=[C:28]2[CH:34]=[N:33][N:32]([CH2:35][CH3:36])[C:29]2=[N:30][CH:31]=1)=[O:25])[C:17]1C=CC=C[CH:18]=1.CCN(C(C)C)C(C)C.C(N)CC. Product: [Cl:37][C:27]1[C:26]([C:24]([NH:23][CH2:16][CH2:17][CH3:18])=[O:25])=[CH:31][N:30]=[C:29]2[N:32]([CH2:35][CH3:36])[N:33]=[CH:34][C:28]=12. The catalyst class is: 1. (9) Reactant: [N:1]([C:4]1[CH:9]=[CH:8][C:7]([O:10][CH3:11])=[CH:6][CH:5]=1)=[N+:2]=[N-:3].[F:12][C:13]1[CH:18]=[C:17]([F:19])[CH:16]=[CH:15][C:14]=1[CH2:20][C:21]#[N:22].C[O-].[Na+]. Product: [F:12][C:13]1[CH:18]=[C:17]([F:19])[CH:16]=[CH:15][C:14]=1[C:20]1[N:3]=[N:2][N:1]([C:4]2[CH:5]=[CH:6][C:7]([O:10][CH3:11])=[CH:8][CH:9]=2)[C:21]=1[NH2:22]. The catalyst class is: 8. (10) Reactant: COC1C=CC([CH2:7][N:8](C)[C:9]2[N:10]=[CH:11][CH:12]3[CH:17]([CH:18]=2)[N:16]([CH2:19][CH3:20])[C:15](=[O:21])[C:14]([C:22]2[C:23]([F:41])=[CH:24][C:25]([F:40])=[C:26]([NH:28][C:29]([NH:31][C:32]4[CH:37]=[C:36]([F:38])[CH:35]=[CH:34][C:33]=4[F:39])=[O:30])[CH:27]=2)=[CH:13]3)=CC=1.C1(OC)C=CC=CC=1.C(O)(C(F)(F)F)=O. Product: [F:39][C:33]1[CH:34]=[CH:35][C:36]([F:38])=[CH:37][C:32]=1[NH:31][C:29]([NH:28][C:26]1[CH:27]=[C:22]([C:14]2[C:15](=[O:21])[N:16]([CH2:19][CH3:20])[CH:17]3[CH:12]([CH:13]=2)[CH:11]=[N:10][C:9]([NH:8][CH3:7])=[CH:18]3)[C:23]([F:41])=[CH:24][C:25]=1[F:40])=[O:30]. The catalyst class is: 2.